This data is from Reaction yield outcomes from USPTO patents with 853,638 reactions. The task is: Predict the reaction yield, written as a fraction of the theoretical maximum amount of product (1.0 means a 100% yield; for example, 0.34 means a 34% yield). The reactants are [CH3:1][O:2][C:3](=[O:20])[C:4]1[CH:9]=[CH:8][C:7]([NH:10][C:11]2[CH:16]=[CH:15][C:14]([F:17])=[C:13]([Br:18])[CH:12]=2)=[C:6]([NH2:19])[CH:5]=1.[CH:21](OC)(OC)OC. The catalyst is C1COCC1.C1(C)C=CC(S(O)(=O)=O)=CC=1. The product is [CH3:1][O:2][C:3]([C:4]1[CH:9]=[CH:8][C:7]2[N:10]([C:11]3[CH:16]=[CH:15][C:14]([F:17])=[C:13]([Br:18])[CH:12]=3)[CH:21]=[N:19][C:6]=2[CH:5]=1)=[O:20]. The yield is 0.970.